Dataset: Reaction yield outcomes from USPTO patents with 853,638 reactions. Task: Predict the reaction yield, written as a fraction of the theoretical maximum amount of product (1.0 means a 100% yield; for example, 0.34 means a 34% yield). (1) The reactants are [N+:1]([C:4]1[CH:10]=[CH:9][C:7](N)=[CH:6][CH:5]=1)([O-:3])=[O:2].C([N:13](CC)CC)C.[Cl:18][CH2:19][CH2:20][C:21](Cl)=[O:22]. The catalyst is ClCCl. The product is [Cl:18][CH2:19][CH:20]([C:7]1[CH:9]=[CH:10][C:4]([N+:1]([O-:3])=[O:2])=[CH:5][CH:6]=1)[C:21]([NH2:13])=[O:22]. The yield is 0.810. (2) The reactants are [CH3:1][O:2][C:3](=[O:18])[C:4]1[CH:9]=[C:8](F)[C:7]([C:11]([F:14])([F:13])[F:12])=[CH:6][C:5]=1[N+:15]([O-:17])=[O:16].[CH3:19][C:20]1[NH:21][CH:22]=[CH:23][N:24]=1. The catalyst is O1CCOCC1. The product is [CH3:1][O:2][C:3](=[O:18])[C:4]1[CH:9]=[C:8]([N:21]2[CH:22]=[CH:23][N:24]=[C:20]2[CH3:19])[C:7]([C:11]([F:14])([F:13])[F:12])=[CH:6][C:5]=1[N+:15]([O-:17])=[O:16]. The yield is 0.950. (3) The reactants are O/[N:2]=[C:3](/[NH2:5])\[CH3:4].[C:6]([O:14]C)(=O)[C:7]#[C:8][C:9]([O:11][CH3:12])=[O:10].C[OH:17]. No catalyst specified. The product is [OH:17][C:7]1[C:6](=[O:14])[NH:5][C:3]([CH3:4])=[N:2][C:8]=1[C:9]([O:11][CH3:12])=[O:10]. The yield is 0.440. (4) The reactants are Br[C:2]1[CH:3]=[C:4]2[C:9](=[CH:10][CH:11]=1)[N:8]([C:12]1[C:16]3[CH2:17][N:18]([C:21](=[O:23])[CH3:22])[CH2:19][CH2:20][C:15]=3[N:14]([C@H:24]3[CH2:28][CH2:27][O:26][CH2:25]3)[N:13]=1)CC(O[Si](C(C)(C)C)(C)C)C2.C(O[Na])(C)(C)C.[CH3:43][N:44]1[CH:48]=[C:47](C2C=CC(N)=CC=2)[CH:46]=[N:45]1.COC(C)(C)C.C1(P(C2CCCCC2)C2C(OC)=CC=C(OC)C=2C2C(C(C)C)=CC(C(C)C)=CC=2C(C)C)CCCCC1. The catalyst is O1CCOCC1. The product is [CH3:43][N:44]1[CH:48]=[C:47]([C:2]2[CH:11]=[CH:10][C:9]([NH:8][C:12]3[C:16]4[CH2:17][N:18]([C:21](=[O:23])[CH3:22])[CH2:19][CH2:20][C:15]=4[N:14]([C@H:24]4[CH2:28][CH2:27][O:26][CH2:25]4)[N:13]=3)=[CH:4][CH:3]=2)[CH:46]=[N:45]1. The yield is 0.590. (5) The reactants are [Li+].[OH-].C([O:5][C:6]([C:8]12[CH2:25][CH:24]1[CH:23]=[CH:22][CH2:21][CH2:20][CH2:19][CH2:18][N:17]([CH3:26])[C:16](=[O:27])[CH:15]1[CH:11]([CH2:12][CH:13]([O:28][C:29]3[C:38]4[C:33](=[C:34]([CH3:41])[C:35]([O:39][CH3:40])=[CH:36][CH:37]=4)[N:32]=[C:31]([C:42]4[N:43]=[C:44]([CH:47]5[CH2:52][CH2:51][CH2:50][CH2:49][CH2:48]5)[S:45][CH:46]=4)[CH:30]=3)[CH2:14]1)[C:10](=[O:53])[NH:9]2)=[O:7])C. The catalyst is CO.C1COCC1.O. The product is [CH:47]1([C:44]2[S:45][CH:46]=[C:42]([C:31]3[CH:30]=[C:29]([O:28][CH:13]4[CH2:12][CH:11]5[CH:15]([C:16](=[O:27])[N:17]([CH3:26])[CH2:18][CH2:19][CH2:20][CH2:21][CH:22]=[CH:23][CH:24]6[C:8]([C:6]([OH:7])=[O:5])([NH:9][C:10]5=[O:53])[CH2:25]6)[CH2:14]4)[C:38]4[C:33](=[C:34]([CH3:41])[C:35]([O:39][CH3:40])=[CH:36][CH:37]=4)[N:32]=3)[N:43]=2)[CH2:48][CH2:49][CH2:50][CH2:51][CH2:52]1. The yield is 0.950. (6) The reactants are Br[C:2]1[CH:7]=[CH:6][CH:5]=[CH:4][C:3]=1[CH3:8].[CH3:9][C:10]1[CH:15]=[CH:14][CH:13]=[C:12]([CH3:16])[C:11]=1B(O)O.C([O-])([O-])=O.[K+].[K+]. The catalyst is CC([O-])=O.CC([O-])=O.[Pd+2].C1(P(C2CCCCC2)C2C=CC=CC=2C2C(OC)=CC=C(S([O-])(=O)=O)C=2OC)CCCCC1.[Na+].O. The product is [CH3:9][C:10]1[CH:15]=[CH:14][CH:13]=[C:12]([CH3:16])[C:11]=1[C:2]1[CH:7]=[CH:6][CH:5]=[CH:4][C:3]=1[CH3:8]. The yield is 0.970.